This data is from Catalyst prediction with 721,799 reactions and 888 catalyst types from USPTO. The task is: Predict which catalyst facilitates the given reaction. (1) Reactant: N1([S:5]([NH2:8])(=[O:7])=[O:6])CCC1.C1(P([CH:37]2[CH2:42]CCCC2)C2C=CC=CC=2C2C(C(C)C)=CC(C(C)C)=CC=2C(C)C)CCCCC1.C(=O)([O-])[O-].[Cs+].[Cs+].[Si:49]([O:56][CH2:57][C@@H:58]([CH2:77][O:78][CH:79]([CH3:81])[CH3:80])[O:59][C:60]1[CH:65]=[C:64](Cl)[N:63]=[C:62]([S:67][CH2:68][C:69]2[CH:74]=[CH:73][CH:72]=[C:71]([F:75])[C:70]=2[F:76])[N:61]=1)([C:52]([CH3:55])([CH3:54])[CH3:53])([CH3:51])[CH3:50]. Product: [Si:49]([O:56][CH2:57][C@@H:58]([CH2:77][O:78][CH:79]([CH3:81])[CH3:80])[O:59][C:60]1[N:61]=[C:62]([S:67][CH2:68][C:69]2[CH:74]=[CH:73][CH:72]=[C:71]([F:75])[C:70]=2[F:76])[N:63]=[C:64]([NH:8][S:5]([C:42]2[N:63]=[CH:62][N:61]([CH3:60])[CH:37]=2)(=[O:6])=[O:7])[CH:65]=1)([C:52]([CH3:55])([CH3:54])[CH3:53])([CH3:51])[CH3:50]. The catalyst class is: 102. (2) Reactant: [CH:1]([Cl:3])=[CH2:2].[C:4]([O:7][CH:8]=[CH2:9])(=[O:6])[CH3:5].S(OOS([O-])(=O)=O)([O-])(=O)=O.[K+].[K+].C(OS(C1C=CC=CC=1)(=O)=O)CCCCCCCCCCC.[Na]. Product: [C:4]([O:7][CH:8]=[CH2:9])(=[O:6])[CH3:5].[CH:1]([Cl:3])=[CH2:2]. The catalyst class is: 6. (3) The catalyst class is: 112. Product: [Si:29]([O:12][CH2:11][C@H:10]1[O:9][C@H:8]2[C@H:4]([N:5]=[C:6]([N:13]([CH2:21][CH2:22][F:23])[C:14](=[O:20])[O:15][C:16]([CH3:19])([CH3:17])[CH3:18])[S:7]2)[C@@H:3]([OH:24])[C@@H:2]1[OH:1])([C:25]([CH3:28])([CH3:27])[CH3:26])([CH3:31])[CH3:30]. Reactant: [OH:1][C@@H:2]1[C@@H:10]([CH2:11][OH:12])[O:9][C@H:8]2[C@H:4]([N:5]=[C:6]([N:13]([CH2:21][CH2:22][F:23])[C:14](=[O:20])[O:15][C:16]([CH3:19])([CH3:18])[CH3:17])[S:7]2)[C@H:3]1[OH:24].[C:25]([Si:29](Cl)([CH3:31])[CH3:30])([CH3:28])([CH3:27])[CH3:26].C(N(CC)CC)C. (4) Reactant: CC(S([NH:7][CH:8]1[CH2:14][CH2:13][C:12]([CH3:16])([CH3:15])[NH:11][C:10]([CH3:18])([CH3:17])[CH2:9]1)=O)(C)C.Cl. Product: [CH3:17][C:10]1([CH3:18])[CH2:9][CH:8]([NH2:7])[CH2:14][CH2:13][C:12]([CH3:16])([CH3:15])[NH:11]1. The catalyst class is: 71. (5) Reactant: [OH:1][C:2]1[CH:3]=[C:4]([C:8]23[CH2:15][CH2:14][C:11]([CH2:16][CH2:17][O:18][CH2:19][C:20]([O:22][C:23](C)(C)C)=[O:21])([CH2:12][CH2:13]2)[CH2:10][O:9]3)[CH:5]=[CH:6][CH:7]=1.[S:27](O[S:27]([C:30]([F:33])([F:32])[F:31])(=[O:29])=[O:28])([C:30]([F:33])([F:32])[F:31])(=[O:29])=[O:28].[Si](C=[N+]=[N-])(C)(C)C. Product: [F:31][C:30]([F:33])([F:32])[S:27]([O:1][C:2]1[CH:3]=[C:4]([C:8]23[CH2:15][CH2:14][C:11]([CH2:16][CH2:17][O:18][CH2:19][C:20]([O:22][CH3:23])=[O:21])([CH2:12][CH2:13]2)[CH2:10][O:9]3)[CH:5]=[CH:6][CH:7]=1)(=[O:29])=[O:28]. The catalyst class is: 2. (6) Reactant: [CH3:1][O:2][CH2:3][CH2:4][OH:5].[H-].[Na+].Cl[C:9]1[CH:10]=[C:11]([CH:32]=[CH:33][N:34]=1)[C:12]([NH:14][C:15]1[S:16][C:17]2[C:23]([N:24]3[CH2:29][CH2:28][O:27][CH2:26][CH2:25]3)=[CH:22][CH:21]=[C:20]([O:30][CH3:31])[C:18]=2[N:19]=1)=[O:13]. Product: [CH3:1][O:2][CH2:3][CH2:4][O:5][C:9]1[CH:10]=[C:11]([CH:32]=[CH:33][N:34]=1)[C:12]([NH:14][C:15]1[S:16][C:17]2[C:23]([N:24]3[CH2:25][CH2:26][O:27][CH2:28][CH2:29]3)=[CH:22][CH:21]=[C:20]([O:30][CH3:31])[C:18]=2[N:19]=1)=[O:13]. The catalyst class is: 155. (7) Reactant: [Br:1][C:2]1[S:6][C:5]([C:7]([NH2:9])=[O:8])=[C:4]([C:10]2[CH:15]=[CH:14][C:13]([Cl:16])=[CH:12][C:11]=2[Cl:17])[C:3]=1[C:18]#[N:19].[I-].F[P-](F)(F)(F)(F)F.[CH2:28]([O+](CC)CC)[CH3:29].C(=O)([O-])[O-].[Na+].[Na+]. Product: [Br:1][C:2]1[S:6][C:5]([C:7](=[NH:9])[O:8][CH2:28][CH3:29])=[C:4]([C:10]2[CH:15]=[CH:14][C:13]([Cl:16])=[CH:12][C:11]=2[Cl:17])[C:3]=1[C:18]#[N:19]. The catalyst class is: 4.